Dataset: NCI-60 drug combinations with 297,098 pairs across 59 cell lines. Task: Regression. Given two drug SMILES strings and cell line genomic features, predict the synergy score measuring deviation from expected non-interaction effect. (1) Drug 1: CCC1=CC2CC(C3=C(CN(C2)C1)C4=CC=CC=C4N3)(C5=C(C=C6C(=C5)C78CCN9C7C(C=CC9)(C(C(C8N6C)(C(=O)OC)O)OC(=O)C)CC)OC)C(=O)OC.C(C(C(=O)O)O)(C(=O)O)O. Drug 2: C(CN)CNCCSP(=O)(O)O. Cell line: TK-10. Synergy scores: CSS=25.7, Synergy_ZIP=-6.07, Synergy_Bliss=-1.44, Synergy_Loewe=-20.0, Synergy_HSA=-0.871. (2) Drug 1: CCC1=CC2CC(C3=C(CN(C2)C1)C4=CC=CC=C4N3)(C5=C(C=C6C(=C5)C78CCN9C7C(C=CC9)(C(C(C8N6C)(C(=O)OC)O)OC(=O)C)CC)OC)C(=O)OC.C(C(C(=O)O)O)(C(=O)O)O. Drug 2: COCCOC1=C(C=C2C(=C1)C(=NC=N2)NC3=CC=CC(=C3)C#C)OCCOC.Cl. Cell line: MDA-MB-435. Synergy scores: CSS=60.2, Synergy_ZIP=4.47, Synergy_Bliss=4.28, Synergy_Loewe=-22.9, Synergy_HSA=3.08. (3) Drug 1: C1=CC(=CC=C1CC(C(=O)O)N)N(CCCl)CCCl.Cl. Drug 2: C1=CC=C(C=C1)NC(=O)CCCCCCC(=O)NO. Cell line: OVCAR-5. Synergy scores: CSS=20.7, Synergy_ZIP=-5.12, Synergy_Bliss=3.73, Synergy_Loewe=-10.4, Synergy_HSA=1.01. (4) Drug 1: CCC1=CC2CC(C3=C(CN(C2)C1)C4=CC=CC=C4N3)(C5=C(C=C6C(=C5)C78CCN9C7C(C=CC9)(C(C(C8N6C)(C(=O)OC)O)OC(=O)C)CC)OC)C(=O)OC.C(C(C(=O)O)O)(C(=O)O)O. Drug 2: CC1OCC2C(O1)C(C(C(O2)OC3C4COC(=O)C4C(C5=CC6=C(C=C35)OCO6)C7=CC(=C(C(=C7)OC)O)OC)O)O. Cell line: LOX IMVI. Synergy scores: CSS=55.3, Synergy_ZIP=4.74, Synergy_Bliss=3.26, Synergy_Loewe=1.51, Synergy_HSA=10.3. (5) Drug 1: CC1C(C(CC(O1)OC2CC(CC3=C2C(=C4C(=C3O)C(=O)C5=C(C4=O)C(=CC=C5)OC)O)(C(=O)C)O)N)O.Cl. Drug 2: C(=O)(N)NO. Cell line: SNB-75. Synergy scores: CSS=26.4, Synergy_ZIP=3.15, Synergy_Bliss=9.97, Synergy_Loewe=-7.71, Synergy_HSA=9.74. (6) Drug 1: CS(=O)(=O)OCCCCOS(=O)(=O)C. Drug 2: COC1=C2C(=CC3=C1OC=C3)C=CC(=O)O2. Cell line: UACC-257. Synergy scores: CSS=-1.34, Synergy_ZIP=0.121, Synergy_Bliss=-0.0642, Synergy_Loewe=-1.53, Synergy_HSA=-1.22. (7) Drug 1: CS(=O)(=O)CCNCC1=CC=C(O1)C2=CC3=C(C=C2)N=CN=C3NC4=CC(=C(C=C4)OCC5=CC(=CC=C5)F)Cl. Drug 2: COCCOC1=C(C=C2C(=C1)C(=NC=N2)NC3=CC=CC(=C3)C#C)OCCOC.Cl. Cell line: TK-10. Synergy scores: CSS=36.3, Synergy_ZIP=-4.12, Synergy_Bliss=-0.895, Synergy_Loewe=-0.142, Synergy_HSA=1.74.